Dataset: Catalyst prediction with 721,799 reactions and 888 catalyst types from USPTO. Task: Predict which catalyst facilitates the given reaction. (1) The catalyst class is: 400. Reactant: CO[C:3](=[O:20])[C:4]([C:9](=[O:19])[C:10]1[CH:15]=[CH:14][C:13]([O:16][CH3:17])=[C:12]([CH3:18])[CH:11]=1)=[CH:5]OCC.[CH3:21][C:22]1[N:27]=[CH:26][C:25]([NH2:28])=[CH:24][CH:23]=1. Product: [CH3:17][O:16][C:13]1[CH:14]=[CH:15][C:10]([C:9]([C:4]2[C:3](=[O:20])[C:26]3[C:25](=[CH:24][CH:23]=[C:22]([CH3:21])[N:27]=3)[NH:28][CH:5]=2)=[O:19])=[CH:11][C:12]=1[CH3:18]. (2) Reactant: [NH2:1][NH2:2].OS(O)(=O)=O.[Br:8][C:9]1[C:10](=O)[O:11][C:12](=[O:14])[CH:13]=1. Product: [Br:8][C:9]1[C:10](=[O:11])[NH:1][NH:2][C:12](=[O:14])[CH:13]=1. The catalyst class is: 6. (3) Reactant: [N:1]1([CH2:15][C:16]2[N:20](C(OC(C)(C)C)=O)[C:19]3[CH:28]=[CH:29][CH:30]=[C:31]([N:32]4[CH2:37][CH2:36][N:35]([CH3:38])[CH2:34][CH2:33]4)[C:18]=3[N:17]=2)[C@@H:14]2[C@@H:5]([CH2:6][CH2:7][C:8]3[C:13]2=[N:12][CH:11]=[CH:10][CH:9]=3)[CH2:4][CH2:3][CH2:2]1.FC(F)(F)C(O)=O. Product: [CH3:38][N:35]1[CH2:34][CH2:33][N:32]([C:31]2[C:18]3[N:17]=[C:16]([CH2:15][N:1]4[C@@H:14]5[C@@H:5]([CH2:6][CH2:7][C:8]6[C:13]5=[N:12][CH:11]=[CH:10][CH:9]=6)[CH2:4][CH2:3][CH2:2]4)[NH:20][C:19]=3[CH:28]=[CH:29][CH:30]=2)[CH2:37][CH2:36]1. The catalyst class is: 4. (4) Reactant: [CH3:1][C:2]1[N:6]=[C:5]([C:7]2[N:8]=[C:9]3[N:19]([CH:20]=2)[CH2:18][CH2:17][O:16][C:15]2[C:10]3=[CH:11][CH:12]=[C:13]([C:21]3[CH:22]=[N:23][N:24]([CH3:32])[C:25]=3[CH:26]3[CH2:31][CH2:30][CH2:29][NH:28][CH2:27]3)[CH:14]=2)[N:4]([CH:33]([CH3:35])[CH3:34])[N:3]=1.[CH3:36][C:37]([CH3:39])=O.[BH3-]C#N.[Na+]. Product: [CH:33]([N:4]1[C:5]([C:7]2[N:8]=[C:9]3[C:10]4[CH:11]=[CH:12][C:13]([C:21]5[CH:22]=[N:23][N:24]([CH3:32])[C:25]=5[CH:26]5[CH2:31][CH2:30][CH2:29][N:28]([CH:37]([CH3:39])[CH3:36])[CH2:27]5)=[CH:14][C:15]=4[O:16][CH2:17][CH2:18][N:19]3[CH:20]=2)=[N:6][C:2]([CH3:1])=[N:3]1)([CH3:35])[CH3:34]. The catalyst class is: 8. (5) Reactant: [CH2:1]([OH:21])[CH2:2][CH2:3][CH2:4]/[CH:5]=[CH:6]\[CH2:7]/[CH:8]=[CH:9]\[CH2:10]/[CH:11]=[CH:12]\[CH2:13]/[CH:14]=[CH:15]\[CH2:16][CH2:17][CH2:18][CH2:19][CH3:20].[C:22]1([CH3:32])[CH:27]=[CH:26][C:25]([S:28](Cl)(=[O:30])=[O:29])=[CH:24][CH:23]=1. Product: [CH2:1]([O:21][S:28]([C:25]1[CH:26]=[CH:27][C:22]([CH3:32])=[CH:23][CH:24]=1)(=[O:30])=[O:29])[CH2:2][CH2:3][CH2:4]/[CH:5]=[CH:6]\[CH2:7]/[CH:8]=[CH:9]\[CH2:10]/[CH:11]=[CH:12]\[CH2:13]/[CH:14]=[CH:15]\[CH2:16][CH2:17][CH2:18][CH2:19][CH3:20]. The catalyst class is: 17.